Dataset: Forward reaction prediction with 1.9M reactions from USPTO patents (1976-2016). Task: Predict the product of the given reaction. (1) Given the reactants [C:1]([C:3]1[CH:4]=[C:5]2[C:9](=[CH:10][CH:11]=1)[NH:8][CH:7]=[CH:6]2)#[CH:2].[Cl:12][C:13]1[C:14]([C:20]#[N:21])=[N:15][CH:16]=[C:17](Cl)[CH:18]=1.C([N:24](CC)CC)C, predict the reaction product. The product is: [CH3:6][C:5]1[C:4]2=[C:13]3[C:14](=[C:20]([NH2:21])[N:24]=[C:3]2[CH:11]=[CH:10][CH:9]=1)[N:15]=[CH:16][CH:17]=[CH:18]3.[NH:8]1[C:9]2[C:5](=[CH:4][C:3]([C:1]#[C:2][C:17]3[CH:18]=[C:13]([Cl:12])[C:14]([C:20]#[N:21])=[N:15][CH:16]=3)=[CH:11][CH:10]=2)[CH:6]=[CH:7]1. (2) Given the reactants [CH3:1][C:2]1([CH3:10])[CH2:7][O:6][CH:5]([CH2:8][OH:9])[O:4][CH2:3]1.[H-].[Na+].Cl[C:14]1[CH:19]=[CH:18][N+:17]([O-:20])=[C:16]([CH3:21])[C:15]=1[CH3:22], predict the reaction product. The product is: [CH3:1][C:2]1([CH3:10])[CH2:7][O:6][CH:5]([CH2:8][O:9][C:14]2[CH:19]=[CH:18][N+:17]([O-:20])=[C:16]([CH3:21])[C:15]=2[CH3:22])[O:4][CH2:3]1. (3) Given the reactants [Cl:1][C:2]1[C:7](B2OC(C)(C)C(C)(C)O2)=[CH:6][N:5]=[C:4]2[N:17]([CH2:27][O:28][CH2:29][CH2:30][Si:31]([CH3:34])([CH3:33])[CH3:32])[CH:18]=[C:19]([C:20]3[CH:25]=[CH:24][C:23]([F:26])=[CH:22][CH:21]=3)[C:3]=12.[CH3:35][N:36]([CH3:46])[C:37]([C:39]1[CH:44]=[N:43][CH:42]=[C:41](Cl)[N:40]=1)=[O:38].C(=O)(O)[O-].[Na+], predict the reaction product. The product is: [CH3:35][N:36]([CH3:46])[C:37]([C:39]1[CH:44]=[N:43][CH:42]=[C:41]([C:7]2[C:2]([Cl:1])=[C:3]3[C:19]([C:20]4[CH:21]=[CH:22][C:23]([F:26])=[CH:24][CH:25]=4)=[CH:18][N:17]([CH2:27][O:28][CH2:29][CH2:30][Si:31]([CH3:32])([CH3:34])[CH3:33])[C:4]3=[N:5][CH:6]=2)[N:40]=1)=[O:38]. (4) Given the reactants [OH:1][CH2:2][C:3]1[C:8]([OH:9])=[CH:7][CH:6]=[C:5]([CH3:10])[N:4]=1.C([O-])([O-])=O.[K+].[K+].I[CH2:18][CH3:19].O, predict the reaction product. The product is: [CH2:18]([O:9][C:8]1[C:3]([CH2:2][OH:1])=[N:4][C:5]([CH3:10])=[CH:6][CH:7]=1)[CH3:19].